Dataset: Forward reaction prediction with 1.9M reactions from USPTO patents (1976-2016). Task: Predict the product of the given reaction. (1) Given the reactants [C:1]1([CH2:11][CH2:12][S:13](Cl)(=[O:15])=[O:14])[C:10]2[C:5](=[CH:6][CH:7]=[CH:8][CH:9]=2)[CH:4]=[CH:3][CH:2]=1.[NH2:17][CH2:18][CH2:19][CH2:20][O:21][C:22]1[CH:23]=[CH:24][C:25]2[C:26]3[N:34]([CH2:35][CH:36]([CH3:38])[CH3:37])[C:33]([CH2:40][CH2:41][CH3:42])(N)[NH:32][C:27]=3[CH:28]=[N:29][C:30]=2[CH:31]=1.C([N:45](CC)CC)C.C(=O)([O-])[O-].[Na+].[Na+], predict the reaction product. The product is: [NH2:45][C:28]1[C:27]2[N:32]=[C:33]([CH2:40][CH2:41][CH3:42])[N:34]([CH2:35][CH:36]([CH3:38])[CH3:37])[C:26]=2[C:25]2[CH:24]=[CH:23][C:22]([O:21][CH2:20][CH2:19][CH2:18][NH:17][S:13]([CH2:12][CH2:11][C:1]3[C:10]4[C:5](=[CH:6][CH:7]=[CH:8][CH:9]=4)[CH:4]=[CH:3][CH:2]=3)(=[O:15])=[O:14])=[CH:31][C:30]=2[N:29]=1. (2) Given the reactants [Br:1][C:2]1[CH:7]=[C:6]([C:8]([CH3:11])([CH3:10])[CH3:9])[CH:5]=[CH:4][C:3]=1[NH2:12].[N+:13]([O-])([O-:15])=[O:14].[K+], predict the reaction product. The product is: [Br:1][C:2]1[CH:7]=[C:6]([C:8]([CH3:9])([CH3:11])[CH3:10])[C:5]([N+:13]([O-:15])=[O:14])=[CH:4][C:3]=1[NH2:12]. (3) Given the reactants [CH3:1][N:2]1[CH:6]=[C:5]([C:7]2[CH:8]=[C:9]([OH:16])[CH:10]=[C:11]([N+:13]([O-:15])=[O:14])[CH:12]=2)[CH:4]=[N:3]1.C1(P(C2C=CC=CC=2)C2C=CC=CC=2)C=CC=CC=1.O[CH2:37][C@@H:38]([NH:40][C:41](=[O:47])[O:42][C:43]([CH3:46])([CH3:45])[CH3:44])[CH3:39].N(C(OCC)=O)=NC(OCC)=O, predict the reaction product. The product is: [CH3:1][N:2]1[CH:6]=[C:5]([C:7]2[CH:8]=[C:9]([CH:10]=[C:11]([N+:13]([O-:15])=[O:14])[CH:12]=2)[O:16][CH2:39][C@@H:38]([NH:40][C:41](=[O:47])[O:42][C:43]([CH3:44])([CH3:46])[CH3:45])[CH3:37])[CH:4]=[N:3]1. (4) The product is: [Cl:42][C:39]1[CH:40]=[CH:41][C:36]([C@H:20]2[C:21]3[C:26](=[CH:25][C:24]([O:30][CH3:31])=[C:23]([O:32][CH:33]([CH3:34])[CH3:35])[CH:22]=3)[CH2:27][C:28](=[O:29])[N:19]2[C:16]2[CH:17]=[CH:18][C:13]([C:10]3([OH:12])[CH2:11][NH:8][CH2:9]3)=[CH:14][CH:15]=2)=[CH:37][CH:38]=1. Given the reactants C(OC([N:8]1[CH2:11][C:10]([C:13]2[CH:18]=[CH:17][C:16]([N:19]3[C:28](=[O:29])[CH2:27][C:26]4[C:21](=[CH:22][C:23]([O:32][CH:33]([CH3:35])[CH3:34])=[C:24]([O:30][CH3:31])[CH:25]=4)[C@@H:20]3[C:36]3[CH:41]=[CH:40][C:39]([Cl:42])=[CH:38][CH:37]=3)=[CH:15][CH:14]=2)([OH:12])[CH2:9]1)=O)(C)(C)C.C(O)(C(F)(F)F)=O, predict the reaction product. (5) Given the reactants C([S:4][CH2:5][CH2:6][C:7]1[C:15]2[C:10](=[CH:11][CH:12]=[CH:13][CH:14]=2)[N:9]([C:16]2[CH:21]=[CH:20][CH:19]=[CH:18][CH:17]=2)[C:8]=1[C:22]([O:24]C)=[O:23])(=O)C.[OH-].[K+], predict the reaction product. The product is: [SH:4][CH2:5][CH2:6][C:7]1[C:15]2[C:10](=[CH:11][CH:12]=[CH:13][CH:14]=2)[N:9]([C:16]2[CH:21]=[CH:20][CH:19]=[CH:18][CH:17]=2)[C:8]=1[C:22]([OH:24])=[O:23]. (6) Given the reactants [Br:1][C:2]1[CH:3]=[CH:4][C:5]([OH:10])=[C:6]([CH:9]=1)[CH:7]=[O:8].C([O-])([O-])=O.[K+].[K+].[CH3:17][C:18]1([CH2:22]OS(C2C=CC(C)=CC=2)(=O)=O)[CH2:21][O:20][CH2:19]1, predict the reaction product. The product is: [Br:1][C:2]1[CH:3]=[CH:4][C:5]([O:10][CH2:17][C:18]2([CH3:22])[CH2:21][O:20][CH2:19]2)=[C:6]([CH:9]=1)[CH:7]=[O:8]. (7) Given the reactants Cl.Cl[C:3]1[N:12]=[C:11]([N:13]([C:15]2[CH:20]=[CH:19][C:18]([O:21][CH3:22])=[CH:17][CH:16]=2)[CH3:14])[C:10]2[C:5](=[CH:6][CH:7]=[CH:8][CH:9]=2)[N:4]=1.[CH2:23]([CH2:25][NH2:26])[OH:24].CCN(CC)CC, predict the reaction product. The product is: [CH3:22][O:21][C:18]1[CH:19]=[CH:20][C:15]([N:13]([CH3:14])[C:11]2[C:10]3[C:5](=[CH:6][CH:7]=[CH:8][CH:9]=3)[N:4]=[C:3]([NH:26][CH2:25][CH2:23][OH:24])[N:12]=2)=[CH:16][CH:17]=1. (8) The product is: [CH3:1][O:2][C:3]1[CH:4]=[C:5]2[C:10](=[CH:11][CH:12]=1)[CH:9]=[C:8]([S:13]([N:16]1[CH2:21][CH2:20][N:19]3[CH:22]=[CH:23][CH:24]=[C:18]3[CH:17]1[CH2:25][C:26]([N:63]([CH3:62])[CH:64]1[CH2:73][CH2:72][C:71]3[C:66](=[CH:67][CH:68]=[C:69]([CH2:74][N:75]4[CH2:80][CH2:79][CH2:78][CH2:77][CH2:76]4)[CH:70]=3)[CH2:65]1)=[O:28])(=[O:15])=[O:14])[CH:7]=[CH:6]2. Given the reactants [CH3:1][O:2][C:3]1[CH:4]=[C:5]2[C:10](=[CH:11][CH:12]=1)[CH:9]=[C:8]([S:13]([N:16]1[CH2:21][CH2:20][N:19]3[CH:22]=[CH:23][CH:24]=[C:18]3[CH:17]1[CH2:25][C:26]([OH:28])=O)(=[O:15])=[O:14])[CH:7]=[CH:6]2.CCN(C(C)C)C(C)C.CN(C(ON1N=NC2C=CC=NC1=2)=[N+](C)C)C.F[P-](F)(F)(F)(F)F.[CH3:62][NH:63][CH:64]1[CH2:73][CH2:72][C:71]2[C:66](=[CH:67][CH:68]=[C:69]([CH2:74][N:75]3[CH2:80][CH2:79][CH2:78][CH2:77][CH2:76]3)[CH:70]=2)[CH2:65]1, predict the reaction product. (9) Given the reactants [CH:1]([C@H:4]1[CH2:8][O:7][C:6](=[O:9])[N:5]1[C:10]1[CH:15]=[CH:14][N:13]=[C:12]([NH:16][C@H:17]([C:19]2[CH:40]=[CH:39][C:22]([CH2:23][N:24]3[CH2:29][CH2:28][N:27](C(OC(C)(C)C)=O)[C:26]([CH3:38])([CH3:37])[CH2:25]3)=[CH:21][CH:20]=2)[CH3:18])[N:11]=1)([CH3:3])[CH3:2].C(O)(C(F)(F)F)=O.CC[NH+](CC)CC.CC[NH+](CC)CC.C([O-])([O-])=O, predict the reaction product. The product is: [CH3:38][C:26]1([CH3:37])[NH:27][CH2:28][CH2:29][N:24]([CH2:23][C:22]2[CH:39]=[CH:40][C:19]([C@@H:17]([NH:16][C:12]3[N:11]=[C:10]([N:5]4[C@@H:4]([CH:1]([CH3:2])[CH3:3])[CH2:8][O:7][C:6]4=[O:9])[CH:15]=[CH:14][N:13]=3)[CH3:18])=[CH:20][CH:21]=2)[CH2:25]1.